Dataset: Full USPTO retrosynthesis dataset with 1.9M reactions from patents (1976-2016). Task: Predict the reactants needed to synthesize the given product. (1) Given the product [CH2:6]([O:5][C:3](=[O:4])[C:2]([F:9])([F:8])[CH2:12][CH2:11][C:10]([O:14][CH2:15][CH3:16])=[O:13])[CH3:7], predict the reactants needed to synthesize it. The reactants are: Br[C:2]([F:9])([F:8])[C:3]([O:5][CH2:6][CH3:7])=[O:4].[C:10]([O:14][CH2:15][CH3:16])(=[O:13])[CH:11]=[CH2:12].CN(CCN(C)C)C. (2) The reactants are: [NH:1]1[CH:5]=[CH:4][CH:3]=[N:2]1.Br[C:7]1[CH:12]=[CH:11][CH:10]=[CH:9][CH:8]=1. Given the product [C:7]1([N:1]2[CH:5]=[CH:4][CH:3]=[N:2]2)[CH:12]=[CH:11][CH:10]=[CH:9][CH:8]=1, predict the reactants needed to synthesize it. (3) Given the product [F:16][C:13]([F:14])([F:15])[C:10]([CH:11]=[N:22][C:23]1[CH:31]=[CH:30][CH:29]=[C:28]2[C:24]=1[CH:25]=[N:26][NH:27]2)([OH:17])[CH2:9][C:8]([C:4]1[CH:5]=[CH:6][CH:7]=[C:2]([F:1])[C:3]=1[O:20][CH3:21])([CH3:18])[CH3:19], predict the reactants needed to synthesize it. The reactants are: [F:1][C:2]1[C:3]([O:20][CH3:21])=[C:4]([C:8]([CH3:19])([CH3:18])[CH2:9][C:10]([OH:17])([C:13]([F:16])([F:15])[F:14])[CH:11]=O)[CH:5]=[CH:6][CH:7]=1.[NH2:22][C:23]1[CH:31]=[CH:30][CH:29]=[C:28]2[C:24]=1[CH:25]=[N:26][NH:27]2.C1(C)C=CC=CC=1. (4) Given the product [CH2:1]([O:3][C:4]([C:6]1[N:10]=[CH:9][N:8]([CH2:23][C:22]2[CH:25]=[CH:26][C:19]([F:18])=[CH:20][CH:21]=2)[N:7]=1)=[O:5])[CH3:2], predict the reactants needed to synthesize it. The reactants are: [CH2:1]([O:3][C:4]([C:6]1[N:10]=[CH:9][NH:8][N:7]=1)=[O:5])[CH3:2].C(O)C.[O-]CC.[Na+].[F:18][C:19]1[CH:26]=[CH:25][C:22]([CH2:23]Br)=[CH:21][CH:20]=1.O.